Dataset: Catalyst prediction with 721,799 reactions and 888 catalyst types from USPTO. Task: Predict which catalyst facilitates the given reaction. (1) Reactant: [NH2:1][CH2:2][C@@H:3]1[CH2:7][CH2:6][N:5]([C:8]([O:10][C:11]([CH3:14])([CH3:13])[CH3:12])=[O:9])[CH2:4]1.C1N=CN([C:20](N2C=NC=C2)=[O:21])C=1.C(Cl)Cl.[Br:30][C:31]1[CH:40]=[CH:39][C:34]([C:35]([NH:37][NH2:38])=[O:36])=[CH:33][CH:32]=1. Product: [Br:30][C:31]1[CH:40]=[CH:39][C:34]([C:35]([NH:37][NH:38][C:20]([NH:1][CH2:2][C@@H:3]2[CH2:7][CH2:6][N:5]([C:8]([O:10][C:11]([CH3:14])([CH3:13])[CH3:12])=[O:9])[CH2:4]2)=[O:21])=[O:36])=[CH:33][CH:32]=1. The catalyst class is: 1. (2) Reactant: [Br:1][C:2]1[C:10]2[S:9][C:8]([NH:11][C:12](=[O:16])[NH:13][CH2:14][CH3:15])=[N:7][C:6]=2[CH:5]=[C:4]([C:17]2[CH:18]=[N:19][C:20]([N:23]3[CH2:28][CH2:27][C:26]([CH3:34])([C:29]([O:31]CC)=[O:30])[CH2:25][CH2:24]3)=[N:21][CH:22]=2)[C:3]=1[O:35][CH3:36].[OH-].[Na+]. Product: [Br:1][C:2]1[C:10]2[S:9][C:8]([NH:11][C:12](=[O:16])[NH:13][CH2:14][CH3:15])=[N:7][C:6]=2[CH:5]=[C:4]([C:17]2[CH:22]=[N:21][C:20]([N:23]3[CH2:28][CH2:27][C:26]([CH3:34])([C:29]([OH:31])=[O:30])[CH2:25][CH2:24]3)=[N:19][CH:18]=2)[C:3]=1[O:35][CH3:36]. The catalyst class is: 14.